This data is from Reaction yield outcomes from USPTO patents with 853,638 reactions. The task is: Predict the reaction yield, written as a fraction of the theoretical maximum amount of product (1.0 means a 100% yield; for example, 0.34 means a 34% yield). (1) The reactants are [C:1]([O:5][C:6]([NH:8][C@H:9]([C:14]([OH:16])=O)[C:10]([CH3:13])([CH3:12])[CH3:11])=[O:7])([CH3:4])([CH3:3])[CH3:2].C(Cl)CCl.N1C2C(=NC=CC=2)N(O)N=1.[CH2:31]([N:39]([CH2:52][C:53]1[CH:62]=[CH:61][C:56]([C:57]([O:59][CH3:60])=[O:58])=[CH:55][CH:54]=1)[C:40]([C@@H:42]1[CH2:51][C:50]2[C:45](=[CH:46][CH:47]=[CH:48][CH:49]=2)[CH2:44][NH:43]1)=[O:41])[CH2:32][C:33]1[CH:38]=[CH:37][CH:36]=[CH:35][CH:34]=1.CN1CCOCC1. The catalyst is CN(C=O)C.C(OCC)(=O)C.[Cl-].[Na+].O. The product is [C:1]([O:5][C:6]([NH:8][C@@H:9]([C:10]([CH3:11])([CH3:12])[CH3:13])[C:14]([N:43]1[C@H:42]([C:40]([N:39]([CH2:52][C:53]2[CH:54]=[CH:55][C:56]([C:57]([O:59][CH3:60])=[O:58])=[CH:61][CH:62]=2)[CH2:31][CH2:32][C:33]2[CH:38]=[CH:37][CH:36]=[CH:35][CH:34]=2)=[O:41])[CH2:51][C:50]2[C:45](=[CH:46][CH:47]=[CH:48][CH:49]=2)[CH2:44]1)=[O:16])=[O:7])([CH3:2])([CH3:3])[CH3:4]. The yield is 0.940. (2) The reactants are [NH2:1][C:2]1[CH:7]=[CH:6][C:5]([C:8]2([C:11]([O:13][CH3:14])=[O:12])[CH2:10][CH2:9]2)=[CH:4][C:3]=1Br.[C:16]([Si:18]([CH3:21])([CH3:20])[CH3:19])#[CH:17]. The catalyst is CCN(CC)CC.CN(C1C=CN=CC=1)C.Cl[Pd](Cl)([P](C1C=CC=CC=1)(C1C=CC=CC=1)C1C=CC=CC=1)[P](C1C=CC=CC=1)(C1C=CC=CC=1)C1C=CC=CC=1. The product is [NH2:1][C:2]1[CH:7]=[CH:6][C:5]([C:8]2([C:11]([O:13][CH3:14])=[O:12])[CH2:10][CH2:9]2)=[CH:4][C:3]=1[C:17]#[C:16][Si:18]([CH3:21])([CH3:20])[CH3:19]. The yield is 0.560. (3) The reactants are C(=O)([O-])[O-].[K+].[K+].[CH3:7][CH:8]1[C:16]2[C:11](=[CH:12][C:13]([OH:18])=[C:14]([OH:17])[CH:15]=2)[CH2:10][CH2:9]1.Cl[CH2:20][C:21]([CH2:23]Cl)=[CH2:22]. The catalyst is O1CCOCC1. The product is [CH3:7][CH:8]1[C:16]2[CH:15]=[C:14]3[O:17][CH2:22][C:21](=[CH2:20])[CH2:23][O:18][C:13]3=[CH:12][C:11]=2[CH2:10][CH2:9]1. The yield is 0.360. (4) The reactants are [CH3:1][C:2]1([CH3:9])[C:4]([CH3:6])([CH3:5])[CH:3]1[CH2:7][OH:8].CC(C)([O-])C.[K+].[Cl:16][C:17]1[C:18](F)=[CH:19][C:20]([F:30])=[C:21]([CH:29]=1)[C:22]([NH:24][S:25]([CH3:28])(=[O:27])=[O:26])=[O:23]. The catalyst is CS(C)=O. The product is [Cl:16][C:17]1[C:18]([O:8][CH2:7][CH:3]2[C:4]([CH3:6])([CH3:5])[C:2]2([CH3:9])[CH3:1])=[CH:19][C:20]([F:30])=[C:21]([CH:29]=1)[C:22]([NH:24][S:25]([CH3:28])(=[O:26])=[O:27])=[O:23]. The yield is 0.100. (5) The reactants are [C:1]([O:5][C:6]([N:8]([CH3:17])[CH2:9][CH2:10][CH:11]([OH:16])[C:12]([O:14][CH3:15])=[O:13])=[O:7])([CH3:4])([CH3:3])[CH3:2].CC(OI1(OC(C)=O)(OC(C)=O)OC(=O)C2C=CC=CC1=2)=O.C([O-])(O)=O.[Na+]. The catalyst is ClCCl. The product is [C:1]([O:5][C:6]([N:8]([CH3:17])[CH2:9][CH2:10][C:11](=[O:16])[C:12]([O:14][CH3:15])=[O:13])=[O:7])([CH3:3])([CH3:2])[CH3:4]. The yield is 0.800. (6) The reactants are [C:1]([CH:5]1[CH2:10][CH2:9][CH:8]([NH:11][CH2:12][C:13]2[CH:18]=[CH:17][C:16]([C:19](=[O:31])[CH2:20][C:21]3[N:22]=[N:23][N:24](C(OC)(C)C)[N:25]=3)=[CH:15][CH:14]=2)[CH2:7][CH2:6]1)([CH3:4])([CH3:3])[CH3:2].[F:32][C:33]([F:48])([F:47])[C:34]1[CH:35]=[C:36]([N:44]=[C:45]=[O:46])[CH:37]=[C:38]([C:40]([F:43])([F:42])[F:41])[CH:39]=1. The catalyst is C1COCC1. The product is [F:32][C:33]([F:47])([F:48])[C:34]1[CH:35]=[C:36]([NH:44][C:45](=[O:46])[N:11]([CH:8]2[CH2:9][CH2:10][CH:5]([C:1]([CH3:3])([CH3:2])[CH3:4])[CH2:6][CH2:7]2)[CH2:12][C:13]2[CH:18]=[CH:17][C:16]([C:19](=[O:31])[CH2:20][C:21]3[N:25]=[N:24][NH:23][N:22]=3)=[CH:15][CH:14]=2)[CH:37]=[C:38]([C:40]([F:43])([F:41])[F:42])[CH:39]=1. The yield is 0.880. (7) The reactants are [Cl:1][C:2]1[CH:3]=[C:4]2[C:13](=[C:14]3[C:19]=1[CH:18]=[CH:17][CH:16]=[N:15]3)[NH:12][S:11](=[O:21])(=[O:20])[C:10]1[C:5]2=[CH:6][C:7](F)=[CH:8][CH:9]=1.[NH:23]1[CH2:28][CH2:27][O:26][CH2:25][CH2:24]1. The catalyst is CN1C(=O)CCC1. The product is [Cl:1][C:2]1[CH:3]=[C:4]2[C:13](=[C:14]3[C:19]=1[CH:18]=[CH:17][CH:16]=[N:15]3)[NH:12][S:11](=[O:21])(=[O:20])[C:10]1[C:5]2=[CH:6][C:7]([N:23]2[CH2:28][CH2:27][O:26][CH2:25][CH2:24]2)=[CH:8][CH:9]=1. The yield is 0.410.